Dataset: Full USPTO retrosynthesis dataset with 1.9M reactions from patents (1976-2016). Task: Predict the reactants needed to synthesize the given product. (1) Given the product [CH3:1][C:2]1[CH:7]=[CH:6][C:5]([N:8]2[CH2:13][CH2:12][N:11]([C:14]([O:16][CH2:17][C@H:18]3[CH2:23][CH2:22][CH2:21][N:20]([CH3:24])[CH2:19]3)=[O:15])[CH2:10][CH2:9]2)=[CH:4][CH:3]=1, predict the reactants needed to synthesize it. The reactants are: [CH3:1][C:2]1[CH:7]=[CH:6][C:5]([N:8]2[CH2:13][CH2:12][N:11]([C:14]([O:16][CH2:17][C@@H:18]3[CH2:23][CH2:22][CH2:21][N:20]([CH3:24])[CH2:19]3)=[O:15])[CH2:10][CH2:9]2)=[CH:4][CH:3]=1.CN1CCOCC1.ClC(OC1C=CC=CC=1[N+]([O-])=O)=O.Cl.Cl.CC1C=CC(N2CCNCC2)=CC=1.CCN(C(C)C)C(C)C. (2) Given the product [Si:1]([O:18][C@H:19]1[CH2:24][CH2:23][C@H:22]([C:25]2[O:26][C:29]3[CH:30]=[C:31]([O:34][CH2:66][CH:67]4[CH2:63][CH2:68]4)[CH:32]=[CH:33][C:28]=3[N:27]=2)[CH2:21][CH2:20]1)([C:14]([CH3:17])([CH3:16])[CH3:15])([C:8]1[CH:13]=[CH:12][CH:11]=[CH:10][CH:9]=1)[C:2]1[CH:3]=[CH:4][CH:5]=[CH:6][CH:7]=1, predict the reactants needed to synthesize it. The reactants are: [Si:1]([O:18][C@H:19]1[CH2:24][CH2:23][C@H:22]([C:25]([NH:27][C:28]2[CH:33]=[CH:32][C:31]([OH:34])=[CH:30][C:29]=2O)=[O:26])[CH2:21][CH2:20]1)([C:14]([CH3:17])([CH3:16])[CH3:15])([C:8]1[CH:13]=[CH:12][CH:11]=[CH:10][CH:9]=1)[C:2]1[CH:7]=[CH:6][CH:5]=[CH:4][CH:3]=1.N(C(OC(C)C)=O)=NC(OC(C)C)=O.[C:67]1(P([C:63]2[CH:68]=[CH:67][CH:66]=CC=2)[C:67]2[CH:66]=CC=[CH:63][CH:68]=2)[CH:66]=CC=[CH:63][CH:68]=1. (3) Given the product [F:69][C:60]([F:59])([F:68])[C:61]1[CH:62]=[CH:63][C:64]([NH:67][C:50]2[CH:51]=[C:52]([CH:56]=[CH:57][N:58]=2)[C:53]([NH2:55])=[O:54])=[N:65][CH:66]=1, predict the reactants needed to synthesize it. The reactants are: CC1(C)C2C(=C(P(C3C=CC=CC=3)C3C=CC=CC=3)C=CC=2)OC2C(P(C3C=CC=CC=3)C3C=CC=CC=3)=CC=CC1=2.C(=O)([O-])[O-].[Cs+].[Cs+].Cl[C:50]1[CH:51]=[C:52]([CH:56]=[CH:57][N:58]=1)[C:53]([NH2:55])=[O:54].[F:59][C:60]([F:69])([F:68])[C:61]1[CH:62]=[CH:63][C:64]([NH2:67])=[N:65][CH:66]=1. (4) Given the product [C:14]1([CH3:19])[CH:15]=[CH:16][CH:17]=[CH:18][C:13]=1[C:4]1[CH:5]=[CH:6][CH:7]=[CH:8][C:3]=1[C:1]#[N:2], predict the reactants needed to synthesize it. The reactants are: [C:1]([C:3]1[CH:8]=[CH:7][CH:6]=[CH:5][C:4]=1B(O)O)#[N:2].Br[C:13]1[CH:18]=[CH:17][CH:16]=[CH:15][C:14]=1[CH3:19].C(=O)([O-])[O-].[Na+].[Na+]. (5) The reactants are: [CH2:1]([O:8][NH:9][C:10](=[O:18])[CH2:11][CH2:12][CH2:13][CH2:14][CH2:15][CH2:16]Br)[C:2]1[CH:7]=[CH:6][CH:5]=[CH:4][CH:3]=1.[CH:19]1[CH:24]=[C:23]2[NH:25][S:26]([C:29]3=[CH:30][CH:31]=[CH:32][C:21](=[C:22]23)[CH:20]=1)(=[O:28])=[O:27].C(=O)([O-])[O-].[K+].[K+]. Given the product [CH2:1]([O:8][NH:9][C:10](=[O:18])[CH2:11][CH2:12][CH2:13][CH2:14][CH2:15][CH2:16][N:25]1[C:23]2[CH:24]=[CH:19][CH:20]=[C:21]3[CH:32]=[CH:31][CH:30]=[C:29]([C:22]=23)[S:26]1(=[O:27])=[O:28])[C:2]1[CH:7]=[CH:6][CH:5]=[CH:4][CH:3]=1, predict the reactants needed to synthesize it. (6) Given the product [OH:1][C:3]1([CH:2]([NH:27][CH2:24][CH:25]=[CH2:26])[C:8]2[CH:9]=[C:10]([CH:15]=[CH:16][CH:17]=2)[C:11]([O:13][CH3:14])=[O:12])[CH2:7][CH2:6][CH2:5][CH2:4]1, predict the reactants needed to synthesize it. The reactants are: [O:1]1[C:3]2([CH2:7][CH2:6][CH2:5][CH2:4]2)[CH:2]1[C:8]1[CH:9]=[C:10]([CH:15]=[CH:16][CH:17]=1)[C:11]([O:13][CH3:14])=[O:12].Cl([O-])(=O)(=O)=O.[Li+].[CH2:24]([NH2:27])[CH:25]=[CH2:26].